From a dataset of Forward reaction prediction with 1.9M reactions from USPTO patents (1976-2016). Predict the product of the given reaction. (1) The product is: [O:4]1[C:8]2[CH:9]=[CH:10][CH:11]=[C:12]([N:13]3[CH2:18][CH2:17][N:16]([CH2:19][CH2:20][C@H:21]4[CH2:26][CH2:25][C@H:24]([NH:27][C:31](=[O:32])[C@@H:30]([O:29][CH3:28])[CH3:34])[CH2:23][CH2:22]4)[CH2:15][CH2:14]3)[C:7]=2[O:6][CH2:5]1. Given the reactants Cl.Cl.Cl.[O:4]1[C:8]2[CH:9]=[CH:10][CH:11]=[C:12]([N:13]3[CH2:18][CH2:17][N:16]([CH2:19][CH2:20][C@H:21]4[CH2:26][CH2:25][C@H:24]([NH2:27])[CH2:23][CH2:22]4)[CH2:15][CH2:14]3)[C:7]=2[O:6][CH2:5]1.[CH3:28][O:29][C@@H:30]([CH3:34])[C:31](O)=[O:32], predict the reaction product. (2) Given the reactants CCN(S(F)(F)[F:7])CC.[N:10]1[CH:15]=[CH:14][CH:13]=[CH:12][C:11]=1[C:16]#[C:17][CH2:18][CH:19]([C:21]1[CH:30]=[N:29][C:28]2[C:23](=[CH:24][CH:25]=[CH:26][CH:27]=2)[N:22]=1)O, predict the reaction product. The product is: [F:7][CH:19]([C:21]1[CH:30]=[N:29][C:28]2[C:23](=[CH:24][CH:25]=[CH:26][CH:27]=2)[N:22]=1)[CH2:18][C:17]#[C:16][C:11]1[CH:12]=[CH:13][CH:14]=[CH:15][N:10]=1. (3) Given the reactants [H-].[Na+].CI.CN(C=O)C.[C:10]([O:14][C:15](=[O:32])[NH:16][C:17]1[CH:22]=[CH:21][C:20]([B:23]2[O:27][C:26]([CH3:29])([CH3:28])[C:25]([CH3:31])([CH3:30])[O:24]2)=[CH:19][CH:18]=1)(C)(C)C, predict the reaction product. The product is: [CH3:10][O:14][C:15](=[O:32])[NH:16][C:17]1[CH:18]=[CH:19][C:20]([B:23]2[O:24][C:25]([CH3:30])([CH3:31])[C:26]([CH3:29])([CH3:28])[O:27]2)=[CH:21][CH:22]=1. (4) Given the reactants [F:1][C:2]1([F:39])[CH2:7][CH2:6][CH:5]([NH:8][C:9]([C:11]2[N:12]=[C:13]([C:31]3[CH:36]=[CH:35][C:34]([Cl:37])=[CH:33][C:32]=3[Cl:38])[N:14]([C:17]3[CH:22]=[CH:21][C:20]([O:23][Si:24]([C:27]([CH3:30])([CH3:29])[CH3:28])([CH3:26])[CH3:25])=[CH:19][CH:18]=3)[C:15]=2[CH3:16])=[O:10])[CH2:4][CH2:3]1.[Br:40]N1C(=O)CCC1=O.CC(N=NC(C#N)(C)C)(C#N)C, predict the reaction product. The product is: [F:39][C:2]1([F:1])[CH2:3][CH2:4][CH:5]([NH:8][C:9]([C:11]2[N:12]=[C:13]([C:31]3[CH:36]=[CH:35][C:34]([Cl:37])=[CH:33][C:32]=3[Cl:38])[N:14]([C:17]3[CH:18]=[CH:19][C:20]([O:23][Si:24]([C:27]([CH3:30])([CH3:29])[CH3:28])([CH3:25])[CH3:26])=[CH:21][CH:22]=3)[C:15]=2[CH2:16][Br:40])=[O:10])[CH2:6][CH2:7]1. (5) The product is: [CH:1]1([C:4]2[CH:5]=[C:6]([C@@H:16]([CH2:29][C@H:30]3[CH2:34][CH2:33][C:32](=[O:35])[CH2:31]3)[C:17]([NH:19][C:20]3[N:21]=[CH:22][C:23]([CH2:26][C:49]([N:48]([CH3:57])[CH3:47])=[O:36])=[N:24][CH:25]=3)=[O:18])[CH:7]=[CH:8][C:9]=2[S:10]([CH:13]2[CH2:14][CH2:15]2)(=[O:11])=[O:12])[CH2:2][CH2:3]1. Given the reactants [CH:1]1([C:4]2[CH:5]=[C:6]([C@@H:16]([CH2:29][C@H:30]3[CH2:34][CH2:33][C:32](=[O:35])[CH2:31]3)[C:17]([NH:19][C:20]3[N:21]=[CH:22][C:23]([C:26](O)=O)=[N:24][CH:25]=3)=[O:18])[CH:7]=[CH:8][C:9]=2[S:10]([CH:13]2[CH2:15][CH2:14]2)(=[O:12])=[O:11])[CH2:3][CH2:2]1.[OH:36]N1C2C=CC=CC=2N=N1.Cl.[CH3:47][N:48]([CH3:57])[CH2:49]CCN=C=NCC.Cl.CNC, predict the reaction product.